This data is from M1 muscarinic receptor agonist screen with 61,833 compounds. The task is: Binary Classification. Given a drug SMILES string, predict its activity (active/inactive) in a high-throughput screening assay against a specified biological target. (1) The molecule is s1c2nc(nc(N3CCN(CC3)c3ncccc3)c2c(c1C(OCC)=O)C)CC(OC)=O. The result is 0 (inactive). (2) The molecule is S(=O)(=O)(Nc1onc(c1C)C)c1ccc(NC(=O)c2cc(OC)c(OC)cc2)cc1. The result is 0 (inactive). (3) The drug is N=1Cc2c(C1N)cccc2. The result is 0 (inactive). (4) The molecule is O=C(NC1CCCC1)C(N(CCC(C)C)C(=O)CCC(=O)Nc1noc(c1)C)c1cccnc1. The result is 0 (inactive). (5) The drug is Cl\C(=C\Cn1c2c(n(c(=O)n(c2=O)C)C)nc1Nc1cc(ccc1)C)C. The result is 0 (inactive).